Task: Binary Classification. Given a T-cell receptor sequence (or CDR3 region) and an epitope sequence, predict whether binding occurs between them.. Dataset: TCR-epitope binding with 47,182 pairs between 192 epitopes and 23,139 TCRs (1) The epitope is QVPLRPMTYK. The TCR CDR3 sequence is CSVVAGGPGDTQYF. Result: 1 (the TCR binds to the epitope). (2) The epitope is KRWIIMGLNK. The TCR CDR3 sequence is CASSLGGGQETQYF. Result: 0 (the TCR does not bind to the epitope). (3) The epitope is TPINLVRDL. The TCR CDR3 sequence is CASSLGTGVDQPQHF. Result: 1 (the TCR binds to the epitope). (4) The epitope is HPKVSSEVHI. The TCR CDR3 sequence is CASSVGGQNEQFF. Result: 0 (the TCR does not bind to the epitope). (5) The epitope is ITEEVGHTDLMAAY. The TCR CDR3 sequence is CASSGRDTSTDTQYF. Result: 0 (the TCR does not bind to the epitope). (6) The epitope is TEILPVSMTK. The TCR CDR3 sequence is CASSYSGTGNEQFF. Result: 0 (the TCR does not bind to the epitope).